The task is: Predict the reactants needed to synthesize the given product.. This data is from Full USPTO retrosynthesis dataset with 1.9M reactions from patents (1976-2016). (1) Given the product [I:8][C:4]1[CH:3]=[C:2]([C:12]2[CH:13]=[N:14][CH:15]=[CH:16][CH:17]=2)[CH:7]=[CH:6][CH:5]=1, predict the reactants needed to synthesize it. The reactants are: I[C:2]1[CH:7]=[CH:6][CH:5]=[C:4]([I:8])[CH:3]=1.C(B(CC)[C:12]1[CH:13]=[N:14][CH:15]=[CH:16][CH:17]=1)C.CN(C=O)C. (2) Given the product [CH3:27][O:28][CH2:29][CH2:30][CH2:31][N:32]1[CH2:36][CH2:35][N:34]([C:37]([NH:20][C:17]2[CH:16]=[CH:15][C:14]([O:13][C:11]3[CH:10]=[CH:9][N:8]=[C:7]([C:5]4[CH:4]=[N:3][N:2]([CH3:1])[CH:6]=4)[CH:12]=3)=[CH:19][N:18]=2)=[O:38])[C:33]1=[O:40], predict the reactants needed to synthesize it. The reactants are: [CH3:1][N:2]1[CH:6]=[C:5]([C:7]2[CH:12]=[C:11]([O:13][C:14]3[CH:15]=[CH:16][C:17]([NH2:20])=[N:18][CH:19]=3)[CH:10]=[CH:9][N:8]=2)[CH:4]=[N:3]1.N1C=CC=CC=1.[CH3:27][O:28][CH2:29][CH2:30][CH2:31][N:32]1[CH2:36][CH2:35][N:34]([C:37](Cl)=[O:38])[C:33]1=[O:40].O.